Dataset: Full USPTO retrosynthesis dataset with 1.9M reactions from patents (1976-2016). Task: Predict the reactants needed to synthesize the given product. Given the product [CH:43]1([NH:50][C:51]2[O:52][CH2:53][C:54]3[CH:60]=[C:59]([NH:61][C:9](=[O:11])[CH2:8][N:5]4[CH2:4][CH2:3][N:2]([CH3:1])[CH2:7][CH2:6]4)[CH:58]=[CH:57][C:55]=3[N:56]=2)[CH2:44][CH2:45][CH2:46][CH2:47][CH2:48][CH2:49]1, predict the reactants needed to synthesize it. The reactants are: [CH3:1][N:2]1[CH2:7][CH2:6][N:5]([CH2:8][C:9]([OH:11])=O)[CH2:4][CH2:3]1.C(N(CC)C(C)C)(C)C.F[B-](F)(F)F.N1(OC(N(C)C)=[N+](C)C)C2C=CC=CC=2N=N1.[CH:43]1([NH:50][C:51]2[O:52][CH2:53][C:54]3[CH:60]=[C:59]([NH2:61])[CH:58]=[CH:57][C:55]=3[N:56]=2)[CH2:49][CH2:48][CH2:47][CH2:46][CH2:45][CH2:44]1.